This data is from Reaction yield outcomes from USPTO patents with 853,638 reactions. The task is: Predict the reaction yield, written as a fraction of the theoretical maximum amount of product (1.0 means a 100% yield; for example, 0.34 means a 34% yield). (1) The reactants are [CH3:1][O:2][C:3]1[CH:8]=[CH:7][C:6]([N:9]([CH3:17])[CH2:10][CH:11]2[CH2:16][CH2:15][O:14][CH2:13][CH2:12]2)=[CH:5][C:4]=1[NH2:18].[C:19]([N:27]=[C:28]=[S:29])(=[O:26])[C:20]1[CH:25]=[CH:24][CH:23]=[CH:22][CH:21]=1. The catalyst is CC(C)=O. The product is [C:19]([NH:27][C:28]([NH:18][C:4]1[CH:5]=[C:6]([N:9]([CH3:17])[CH2:10][CH:11]2[CH2:12][CH2:13][O:14][CH2:15][CH2:16]2)[CH:7]=[CH:8][C:3]=1[O:2][CH3:1])=[S:29])(=[O:26])[C:20]1[CH:25]=[CH:24][CH:23]=[CH:22][CH:21]=1. The yield is 0.710. (2) The reactants are O[CH2:2][C:3]([C@H:5]([C@@H:7]([C@@H:9](CO)[OH:10])O)O)=[O:4].[CH2:13]([OH:18])[CH2:14][CH:15]([CH3:17])[CH3:16]. The catalyst is OS(O)(=O)=O. The product is [C:9]([O:18][CH2:13][CH2:14][CH:15]([CH3:17])[CH3:16])(=[O:10])[CH2:7][CH2:5][C:3]([CH3:2])=[O:4]. The yield is 0.270.